Dataset: Peptide-MHC class I binding affinity with 185,985 pairs from IEDB/IMGT. Task: Regression. Given a peptide amino acid sequence and an MHC pseudo amino acid sequence, predict their binding affinity value. This is MHC class I binding data. (1) The binding affinity (normalized) is 0.242. The MHC is HLA-A02:03 with pseudo-sequence HLA-A02:03. The peptide sequence is SVDAMIHKT. (2) The peptide sequence is ESRPFDLIKK. The MHC is HLA-A68:01 with pseudo-sequence HLA-A68:01. The binding affinity (normalized) is 0.930. (3) The peptide sequence is SLEEEYPPW. The MHC is HLA-A24:02 with pseudo-sequence HLA-A24:02. The binding affinity (normalized) is 0. (4) The peptide sequence is FHLRSRFAF. The MHC is HLA-B07:02 with pseudo-sequence HLA-B07:02. The binding affinity (normalized) is 0.0847. (5) The peptide sequence is KSCLPACVY. The MHC is HLA-B44:02 with pseudo-sequence HLA-B44:02. The binding affinity (normalized) is 0.0847. (6) The peptide sequence is QINELHHSK. The MHC is HLA-A26:03 with pseudo-sequence HLA-A26:03. The binding affinity (normalized) is 0.0847.